This data is from Retrosynthesis with 50K atom-mapped reactions and 10 reaction types from USPTO. The task is: Predict the reactants needed to synthesize the given product. (1) The reactants are: COc1ccc2c(O)c(-c3ccccc3)c(C(C)C)cc2c1.O=Cc1ccc(F)cc1. Given the product COc1ccc2c(Oc3ccc(C=O)cc3)c(-c3ccccc3)c(C(C)C)cc2c1, predict the reactants needed to synthesize it. (2) Given the product COC(=O)C1CN(Cc2ccc(-c3noc(-c4ccc(CC(C)C)c(C)c4)n3)c(C)n2)C1, predict the reactants needed to synthesize it. The reactants are: COC(=O)C1CNC1.Cc1cc(-c2nc(-c3ccc(CO)nc3C)no2)ccc1CC(C)C. (3) Given the product O=S(=O)(Oc1ccccc1)c1cccc(-c2ccsc2)n1, predict the reactants needed to synthesize it. The reactants are: O=S(=O)(Oc1ccccc1)c1cccc(Br)n1.OB(O)c1ccsc1. (4) Given the product O=C(O)[C@H](Cc1ccccc1)Nc1ccc([N+](=O)[O-])cc1[N+](=O)[O-], predict the reactants needed to synthesize it. The reactants are: N[C@@H](Cc1ccccc1)C(=O)O.O=[N+]([O-])c1ccc(F)c([N+](=O)[O-])c1.